Dataset: Catalyst prediction with 721,799 reactions and 888 catalyst types from USPTO. Task: Predict which catalyst facilitates the given reaction. (1) Reactant: [CH:1]([C:3]1[CH:8]=[CH:7][C:6]([C-:9]2[CH:13]=[C:12]([C:14]3[CH:19]=[CH:18][C:17]([CH:20]=[O:21])=[CH:16][CH:15]=3)[C:11]([C:22]3[CH:27]=[CH:26][CH:25]=[CH:24][CH:23]=3)=[C:10]2[C:28]2[CH:33]=[CH:32][CH:31]=[CH:30][CH:29]=2)=[CH:5][CH:4]=1)=[O:2].[C-:34]1([C:59]2[CH:64]=[CH:63][C:62]([CH:65]=[O:66])=[CH:61][CH:60]=2)[CH:38]=[C:37]([C:39]2[CH:44]=[CH:43][C:42]([CH:45]=[O:46])=[CH:41][CH:40]=2)[C:36]([C:47]2[CH:52]=[CH:51][CH:50]=[CH:49][CH:48]=2)=[C:35]1[C:53]1[CH:58]=[CH:57][CH:56]=[CH:55][CH:54]=1.[Fe+2:67].[CH:68]([Mg]Br)=[CH2:69]. Product: [OH:21][CH:20]([C:17]1[CH:18]=[CH:19][C:14]([C-:12]2[CH:13]=[C:9]([C:6]3[CH:5]=[CH:4][C:3]([CH:1]([OH:2])[CH:68]=[CH2:69])=[CH:8][CH:7]=3)[C:10]([C:28]3[CH:33]=[CH:32][CH:31]=[CH:30][CH:29]=3)=[C:11]2[C:22]2[CH:27]=[CH:26][CH:25]=[CH:24][CH:23]=2)=[CH:15][CH:16]=1)[CH:34]=[CH2:35].[C-:37]1([C:39]2[CH:40]=[CH:41][C:42]([CH:45]([OH:46])[CH:68]=[CH2:69])=[CH:43][CH:44]=2)[CH:38]=[C:34]([C:59]2[CH:60]=[CH:61][C:62]([CH:65]([OH:66])[CH:1]=[CH2:3])=[CH:63][CH:64]=2)[C:35]([C:53]2[CH:58]=[CH:57][CH:56]=[CH:55][CH:54]=2)=[C:36]1[C:47]1[CH:52]=[CH:51][CH:50]=[CH:49][CH:48]=1.[Fe+2:67]. The catalyst class is: 598. (2) Product: [N:1]1([C:8]([O:10][C:11]([CH3:14])([CH3:13])[CH3:12])=[O:9])[CH2:7][CH2:6][C@H:2]1[C:3]([NH:37][CH2:38][C:39]1[CH:46]=[CH:45][CH:42]=[CH:41][CH:40]=1)=[O:5]. The catalyst class is: 3. Reactant: [N:1]1([C:8]([O:10][C:11]([CH3:14])([CH3:13])[CH3:12])=[O:9])[CH2:7][CH2:6][C@H:2]1[C:3]([OH:5])=O.CN(C(ON1N=NC2C=CC=CC1=2)=[N+](C)C)C.[B-](F)(F)(F)F.[NH2:37][CH2:38][C:39]1[CH:46]=[CH:45][C:42](C#N)=[C:41](F)[CH:40]=1.C(N(C(C)C)CC)(C)C. (3) Reactant: [C:1]([Si:5]([O:8][CH2:9][C:10]1[S:11][CH:12]=[C:13]([CH2:15][C:16]2[CH:21]=[CH:20][CH:19]=[C:18]([Cl:22])[CH:17]=2)[CH:14]=1)([CH3:7])[CH3:6])([CH3:4])([CH3:3])[CH3:2].[Li]CCCC.CCCCCC.[F:34]N(S(C1C=CC=CC=1)(=O)=O)S(C1C=CC=CC=1)(=O)=O. Product: [C:1]([Si:5]([O:8][CH2:9][C:10]1[S:11][C:12]([F:34])=[C:13]([CH2:15][C:16]2[CH:21]=[CH:20][CH:19]=[C:18]([Cl:22])[CH:17]=2)[CH:14]=1)([CH3:6])[CH3:7])([CH3:4])([CH3:2])[CH3:3]. The catalyst class is: 1. (4) Reactant: [OH:1][O:2][S:3]([O-:5])=[O:4].[K+:6].[O:7]=O.[OH:9][S:10]([O-])(=[O:12])=[O:11].[K+]. Product: [S:3]([O:2][O:1][S:10]([O-:12])(=[O:11])=[O:9])([O-:7])(=[O:5])=[O:4].[K+:6].[K+:6]. The catalyst class is: 6. (5) Reactant: C[O:2][C:3]([C:5]1[N:6]=[CH:7][C:8]2[C:9](=[O:23])[N:10]([CH2:16][C:17]3[CH:22]=[CH:21][CH:20]=[CH:19][CH:18]=3)[CH:11]=[CH:12][C:13]=2[C:14]=1[OH:15])=O.[NH2:24][CH2:25][C:26]1[CH:31]=[CH:30][N:29]=[CH:28][CH:27]=1.C(O)(=O)C.O. Product: [N:29]1[CH:30]=[CH:31][C:26]([CH2:25][NH:24][C:3]([C:5]2[N:6]=[CH:7][C:8]3[C:9](=[O:23])[N:10]([CH2:16][C:17]4[CH:22]=[CH:21][CH:20]=[CH:19][CH:18]=4)[CH:11]=[CH:12][C:13]=3[C:14]=2[OH:15])=[O:2])=[CH:27][CH:28]=1. The catalyst class is: 14. (6) Reactant: [NH2:1][C:2]1[N:7]=[C:6](Br)[C:5](Br)=[CH:4][CH:3]=1.C([Sn](CCCC)(CCCC)[CH2:15][O:16][CH2:17][Sn](CCCC)(CCCC)CCCC)CCC.CC(C1C=C(C(C)C)C(C2C=CC=CC=2P(C2CCCCC2)C2CCCCC2)=C(C(C)C)C=1)C. Product: [NH2:1][C:2]1[N:7]=[C:6]2[CH2:15][O:16][CH2:17][C:5]2=[CH:4][CH:3]=1. The catalyst class is: 102.